Dataset: Full USPTO retrosynthesis dataset with 1.9M reactions from patents (1976-2016). Task: Predict the reactants needed to synthesize the given product. (1) Given the product [Cl:1][C:2]1[CH:3]=[C:4]([C@H:9]([NH:13][C:14](=[O:20])[O:15][C:16]([CH3:19])([CH3:18])[CH3:17])[CH2:10][CH2:11][S:22][CH3:21])[CH:5]=[CH:6][C:7]=1[Cl:8], predict the reactants needed to synthesize it. The reactants are: [Cl:1][C:2]1[CH:3]=[C:4]([C@H:9]([NH:13][C:14](=[O:20])[O:15][C:16]([CH3:19])([CH3:18])[CH3:17])[CH2:10][CH2:11]I)[CH:5]=[CH:6][C:7]=1[Cl:8].[CH3:21][S-:22].[Na+].O. (2) The reactants are: [NH2:1][C@@H:2]([CH2:6][CH3:7])[C:3]([OH:5])=[O:4].C(=O)([O-])[O-].[Na+].[Na+].[C:14](Cl)(=[O:23])[O:15][CH2:16][C:17]1[CH:22]=[CH:21][CH:20]=[CH:19][CH:18]=1. Given the product [CH2:16]([O:15][C:14]([NH:1][C@@H:2]([CH2:6][CH3:7])[C:3]([OH:5])=[O:4])=[O:23])[C:17]1[CH:22]=[CH:21][CH:20]=[CH:19][CH:18]=1, predict the reactants needed to synthesize it. (3) Given the product [NH2:1][C:2]1[CH:3]=[CH:4][C:5]([C:6]([NH:8][C:9]2[CH:10]=[CH:11][C:12]3[N:16]=[CH:15][N:14]([CH:17]([C:24]4[CH:25]=[CH:26][CH:27]=[CH:28][CH:29]=4)[CH2:18][C:19]([OH:21])=[O:20])[C:13]=3[CH:30]=2)=[O:7])=[CH:31][CH:32]=1, predict the reactants needed to synthesize it. The reactants are: [NH2:1][C:2]1[CH:32]=[CH:31][C:5]([C:6]([NH:8][C:9]2[CH:10]=[CH:11][C:12]3[N:16]=[CH:15][N:14]([CH:17]([C:24]4[CH:29]=[CH:28][CH:27]=[CH:26][CH:25]=4)[CH2:18][C:19]([O:21]CC)=[O:20])[C:13]=3[CH:30]=2)=[O:7])=[CH:4][CH:3]=1. (4) The reactants are: [CH3:1][O:2][C:3]1[CH:11]=[C:10]2[C:6]([CH:7]=[C:8]([C:12]([O:14][CH3:15])=[O:13])[NH:9]2)=[CH:5][CH:4]=1.C([O-])([O-])=O.[K+].[K+].[CH2:22](Br)[C:23]1[CH:28]=[CH:27][CH:26]=[CH:25][CH:24]=1. Given the product [CH2:22]([N:9]1[C:10]2[C:6](=[CH:5][CH:4]=[C:3]([O:2][CH3:1])[CH:11]=2)[CH:7]=[C:8]1[C:12]([O:14][CH3:15])=[O:13])[C:23]1[CH:28]=[CH:27][CH:26]=[CH:25][CH:24]=1, predict the reactants needed to synthesize it. (5) Given the product [NH2:25][C:11]1[N:12]=[C:13]([C:15]2[CH:24]=[C:23]3[C:18]([CH2:19][CH2:20][N:21]([C:33]4[CH:32]=[CH:31][C:28]([C:29]#[N:30])=[C:27]([F:26])[CH:34]=4)[CH2:22]3)=[CH:17][CH:16]=2)[CH:14]=[C:9]([N:6]2[CH2:5][CH2:4][N:3]([CH3:2])[CH2:8][CH2:7]2)[N:10]=1, predict the reactants needed to synthesize it. The reactants are: Cl.[CH3:2][N:3]1[CH2:8][CH2:7][N:6]([C:9]2[CH:14]=[C:13]([C:15]3[CH:24]=[C:23]4[C:18]([CH2:19][CH2:20][NH:21][CH2:22]4)=[CH:17][CH:16]=3)[N:12]=[C:11]([NH2:25])[N:10]=2)[CH2:5][CH2:4]1.[F:26][C:27]1[CH:34]=[C:33](F)[CH:32]=[CH:31][C:28]=1[C:29]#[N:30].